From a dataset of Full USPTO retrosynthesis dataset with 1.9M reactions from patents (1976-2016). Predict the reactants needed to synthesize the given product. (1) Given the product [NH2:1][C:4]1[C:5]([C:14]([C:16]2[CH:21]=[CH:20][C:19]([O:22][C:23]([F:26])([F:24])[F:25])=[CH:18][CH:17]=2)=[O:15])=[CH:6][CH:7]=[C:8]2[C:13]=1[N:12]=[CH:11][CH:10]=[CH:9]2, predict the reactants needed to synthesize it. The reactants are: [N+:1]([C:4]1[C:5]([C:14]([C:16]2[CH:21]=[CH:20][C:19]([O:22][C:23]([F:26])([F:25])[F:24])=[CH:18][CH:17]=2)=[O:15])=[CH:6][CH:7]=[C:8]2[C:13]=1[N:12]=[CH:11][CH:10]=[CH:9]2)([O-])=O. (2) Given the product [CH3:8][C:5]1[CH:6]=[CH:7][C:2]([N:1]=[CH:14][C:13]2[CH:16]=[CH:17][CH:18]=[CH:19][C:12]=2[N+:9]([O-:11])=[O:10])=[CH:3][CH:4]=1, predict the reactants needed to synthesize it. The reactants are: [NH2:1][C:2]1[CH:7]=[CH:6][C:5]([CH3:8])=[CH:4][CH:3]=1.[N+:9]([C:12]1[CH:19]=[CH:18][CH:17]=[CH:16][C:13]=1[CH:14]=O)([O-:11])=[O:10]. (3) Given the product [CH2:1]([C:3]1[C:4]([C:14]2[O:16][N:44]=[C:43]([C:45]3[CH:46]=[CH:47][C:48]([CH2:49][N:50]4[CH2:51][CH:52]([C:54]([O:56][C:57]([CH3:58])([CH3:60])[CH3:59])=[O:55])[CH2:53]4)=[CH:61][CH:62]=3)[N:42]=2)=[N:5][O:6][C:7]=1[C:8]1[CH:13]=[CH:12][CH:11]=[CH:10][N:9]=1)[CH3:2], predict the reactants needed to synthesize it. The reactants are: [CH2:1]([C:3]1[C:4]([C:14]([OH:16])=O)=[N:5][O:6][C:7]=1[C:8]1[CH:13]=[CH:12][CH:11]=[CH:10][N:9]=1)[CH3:2].[Na].C1C=CC2N(O)N=NC=2C=1.C(N(C(C)C)CC)(C)C.C(Cl)CCl.O[N:42]=[C:43]([C:45]1[CH:62]=[CH:61][C:48]([CH2:49][N:50]2[CH2:53][CH:52]([C:54]([O:56][C:57]([CH3:60])([CH3:59])[CH3:58])=[O:55])[CH2:51]2)=[CH:47][CH:46]=1)[NH2:44].N1C=CC=CC=1C1C(C(F)(F)F)=C(C2ON=C(C3C=CC(CN4CC(C(O)=O)C4)=CC=3)N=2)ON=1. (4) Given the product [O:15]1[CH2:14][CH2:13][O:16][CH:1]1[C:3]1[CH:12]=[CH:11][C:6]([C:7]([O:9][CH3:10])=[O:8])=[CH:5][CH:4]=1, predict the reactants needed to synthesize it. The reactants are: [CH:1]([C:3]1[CH:12]=[CH:11][C:6]([C:7]([O:9][CH3:10])=[O:8])=[CH:5][CH:4]=1)=O.[CH2:13]([OH:16])[CH2:14][OH:15].C(OCC)(OCC)OCC.